This data is from Full USPTO retrosynthesis dataset with 1.9M reactions from patents (1976-2016). The task is: Predict the reactants needed to synthesize the given product. Given the product [NH2:17][CH2:16][C:12]1[C:9]2[CH:10]=[CH:11][S:7][C:8]=2[CH:15]=[CH:14][CH:13]=1, predict the reactants needed to synthesize it. The reactants are: [H-].[Al+3].[Li+].[H-].[H-].[H-].[S:7]1[CH:11]=[CH:10][C:9]2[C:12]([C:16]#[N:17])=[CH:13][CH:14]=[CH:15][C:8]1=2.O.[OH-].[Na+].